From a dataset of CYP2C9 inhibition data for predicting drug metabolism from PubChem BioAssay. Regression/Classification. Given a drug SMILES string, predict its absorption, distribution, metabolism, or excretion properties. Task type varies by dataset: regression for continuous measurements (e.g., permeability, clearance, half-life) or binary classification for categorical outcomes (e.g., BBB penetration, CYP inhibition). Dataset: cyp2c9_veith. (1) The compound is Cc1cc(C(=O)CSc2nnc(-c3ccccc3)o2)c(C)n1CC1COc2ccccc2O1. The result is 1 (inhibitor). (2) The drug is Cc1sc(NC(=O)C2CCCCC2)c(C#N)c1-c1ccccc1. The result is 1 (inhibitor). (3) The drug is CCCCCc1nc2c(=O)[nH]c3ccccc3c2o1. The result is 0 (non-inhibitor). (4) The drug is CN1CCN(c2nc(-c3ccccc3C(F)(F)F)nc3ccccc23)CC1. The result is 0 (non-inhibitor). (5) The result is 0 (non-inhibitor). The molecule is CC(=O)OC[C@@H]1O[C@H](C/C=N\O[C@@H](C)c2cn([C@H]3COC[C@H]3O)nn2)C=C[C@@H]1OC(C)=O. (6) The compound is O=C(Nc1ccc2oc(=O)c(C(=O)O)cc2c1)Oc1ccccc1. The result is 0 (non-inhibitor). (7) The compound is O=C1CC[C@H](NC(=O)c2ccccc2)C(=O)N1. The result is 0 (non-inhibitor).